This data is from Full USPTO retrosynthesis dataset with 1.9M reactions from patents (1976-2016). The task is: Predict the reactants needed to synthesize the given product. (1) Given the product [CH:3]1([C@H:8]([NH:13][C:14]([C:16]2[CH:21]=[CH:20][C:19]([F:22])=[CH:18][C:17]=2[NH:23][C:24]([NH:26][C:27]2[C:32]([CH3:33])=[CH:31][C:30]([CH3:34])=[CH:29][C:28]=2[CH3:35])=[O:25])=[O:15])[C:9]([OH:11])=[O:10])[CH2:7][CH2:6][CH2:5][CH2:4]1, predict the reactants needed to synthesize it. The reactants are: [OH-].[Li+].[CH:3]1([C@H:8]([NH:13][C:14]([C:16]2[CH:21]=[CH:20][C:19]([F:22])=[CH:18][C:17]=2[NH:23][C:24]([NH:26][C:27]2[C:32]([CH3:33])=[CH:31][C:30]([CH3:34])=[CH:29][C:28]=2[CH3:35])=[O:25])=[O:15])[C:9]([O:11]C)=[O:10])[CH2:7][CH2:6][CH2:5][CH2:4]1.CO.Cl. (2) Given the product [CH3:10][O:9][C:7]1[CH:6]=[C:5]([NH:11][C:12]2[N:17]=[C:16]([N:18]3[C:22]([CH3:23])=[CH:21][C:20]([C:24]([F:26])([F:25])[F:27])=[N:19]3)[C:15]([C:28]3[CH:37]=[C:32]([C:33]4[NH:34][C:45](=[S:46])[O:36][N:35]=4)[C:31]([O:38][CH3:39])=[N:30][CH:29]=3)=[CH:14][N:13]=2)[CH:4]=[C:3]([O:2][CH3:1])[CH:8]=1, predict the reactants needed to synthesize it. The reactants are: [CH3:1][O:2][C:3]1[CH:4]=[C:5]([NH:11][C:12]2[N:17]=[C:16]([N:18]3[C:22]([CH3:23])=[CH:21][C:20]([C:24]([F:27])([F:26])[F:25])=[N:19]3)[C:15]([C:28]3[CH:29]=[N:30][C:31]([O:38][CH3:39])=[C:32]([CH:37]=3)/[C:33](=[N:35]\[OH:36])/[NH2:34])=[CH:14][N:13]=2)[CH:6]=[C:7]([O:9][CH3:10])[CH:8]=1.N1([C:45](N2C=CN=C2)=[S:46])C=CN=C1.C1CCN2C(=NCCC2)CC1.